Dataset: NCI-60 drug combinations with 297,098 pairs across 59 cell lines. Task: Regression. Given two drug SMILES strings and cell line genomic features, predict the synergy score measuring deviation from expected non-interaction effect. (1) Drug 1: CCC1=CC2CC(C3=C(CN(C2)C1)C4=CC=CC=C4N3)(C5=C(C=C6C(=C5)C78CCN9C7C(C=CC9)(C(C(C8N6C)(C(=O)OC)O)OC(=O)C)CC)OC)C(=O)OC.C(C(C(=O)O)O)(C(=O)O)O. Drug 2: B(C(CC(C)C)NC(=O)C(CC1=CC=CC=C1)NC(=O)C2=NC=CN=C2)(O)O. Cell line: SNB-75. Synergy scores: CSS=20.9, Synergy_ZIP=1.01, Synergy_Bliss=1.62, Synergy_Loewe=2.63, Synergy_HSA=2.08. (2) Drug 1: CC12CCC(CC1=CCC3C2CCC4(C3CC=C4C5=CN=CC=C5)C)O. Drug 2: C1CNP(=O)(OC1)N(CCCl)CCCl. Cell line: RXF 393. Synergy scores: CSS=8.72, Synergy_ZIP=-1.18, Synergy_Bliss=3.45, Synergy_Loewe=-32.9, Synergy_HSA=0.249. (3) Drug 1: CC12CCC(CC1=CCC3C2CCC4(C3CC=C4C5=CN=CC=C5)C)O. Drug 2: C1=CC(=C2C(=C1NCCNCCO)C(=O)C3=C(C=CC(=C3C2=O)O)O)NCCNCCO. Cell line: SF-268. Synergy scores: CSS=51.7, Synergy_ZIP=7.35, Synergy_Bliss=4.29, Synergy_Loewe=-15.1, Synergy_HSA=3.88. (4) Drug 1: COC1=C(C=C2C(=C1)N=CN=C2NC3=CC(=C(C=C3)F)Cl)OCCCN4CCOCC4. Drug 2: CN(CCCl)CCCl.Cl. Cell line: KM12. Synergy scores: CSS=37.0, Synergy_ZIP=13.8, Synergy_Bliss=13.1, Synergy_Loewe=17.2, Synergy_HSA=17.8. (5) Drug 1: C1=NC2=C(N=C(N=C2N1C3C(C(C(O3)CO)O)F)Cl)N. Drug 2: CC(C)(C#N)C1=CC(=CC(=C1)CN2C=NC=N2)C(C)(C)C#N. Cell line: COLO 205. Synergy scores: CSS=-8.79, Synergy_ZIP=9.27, Synergy_Bliss=4.58, Synergy_Loewe=-11.7, Synergy_HSA=-10.7. (6) Drug 1: CC(C1=C(C=CC(=C1Cl)F)Cl)OC2=C(N=CC(=C2)C3=CN(N=C3)C4CCNCC4)N. Drug 2: C1CC(=O)NC(=O)C1N2CC3=C(C2=O)C=CC=C3N. Cell line: TK-10. Synergy scores: CSS=2.16, Synergy_ZIP=-0.124, Synergy_Bliss=2.83, Synergy_Loewe=1.47, Synergy_HSA=2.36.